This data is from Forward reaction prediction with 1.9M reactions from USPTO patents (1976-2016). The task is: Predict the product of the given reaction. (1) Given the reactants [Cl:1][C:2]1[C:7]([C:8]([CH2:10][CH2:11][OH:12])=[CH2:9])=[CH:6][C:5]([C:13]#[N:14])=[CH:4][C:3]=1[NH:15][C:16](=[O:22])[O:17][C:18]([CH3:21])([CH3:20])[CH3:19], predict the reaction product. The product is: [Cl:1][C:2]1[C:7]([CH:8]([CH2:10][CH2:11][OH:12])[CH3:9])=[CH:6][C:5]([C:13]#[N:14])=[CH:4][C:3]=1[NH:15][C:16](=[O:22])[O:17][C:18]([CH3:21])([CH3:20])[CH3:19]. (2) Given the reactants [Cl:1][C:2]1[N:7]=[C:6](Cl)[C:5]([O:9][CH3:10])=[CH:4][N:3]=1.[Cl:11][C:12]1[CH:13]=[C:14]([S:19]([NH2:22])(=[O:21])=[O:20])[CH:15]=[CH:16][C:17]=1[Cl:18], predict the reaction product. The product is: [Cl:11][C:12]1[CH:13]=[C:14]([S:19]([NH:22][C:6]2[C:5]([O:9][CH3:10])=[CH:4][N:3]=[C:2]([Cl:1])[N:7]=2)(=[O:20])=[O:21])[CH:15]=[CH:16][C:17]=1[Cl:18].